Dataset: Peptide-MHC class I binding affinity with 185,985 pairs from IEDB/IMGT. Task: Regression. Given a peptide amino acid sequence and an MHC pseudo amino acid sequence, predict their binding affinity value. This is MHC class I binding data. (1) The peptide sequence is RPNMSRHLF. The MHC is HLA-A02:03 with pseudo-sequence HLA-A02:03. The binding affinity (normalized) is 0. (2) The peptide sequence is VLCVKKFYK. The MHC is HLA-A68:01 with pseudo-sequence HLA-A68:01. The binding affinity (normalized) is 0.460.